Dataset: Full USPTO retrosynthesis dataset with 1.9M reactions from patents (1976-2016). Task: Predict the reactants needed to synthesize the given product. The reactants are: [C:1]([N:4]1[C:13]2[C:8](=[CH:9][C:10]([C:14]3[N:18](COCC[Si](C)(C)C)[C:17]([CH3:27])=[N:16][CH:15]=3)=[CH:11][CH:12]=2)[CH:7]([NH:28][C:29]2[CH:34]=[CH:33][C:32]([Cl:35])=[CH:31][CH:30]=2)[CH2:6][CH:5]1[CH3:36])(=[O:3])[CH3:2].FC(F)(F)C(O)=O. Given the product [C:1]([N:4]1[C:13]2[C:8](=[CH:9][C:10]([C:14]3[N:18]=[C:17]([CH3:27])[NH:16][CH:15]=3)=[CH:11][CH:12]=2)[CH:7]([NH:28][C:29]2[CH:30]=[CH:31][C:32]([Cl:35])=[CH:33][CH:34]=2)[CH2:6][CH:5]1[CH3:36])(=[O:3])[CH3:2], predict the reactants needed to synthesize it.